Predict the product of the given reaction. From a dataset of Forward reaction prediction with 1.9M reactions from USPTO patents (1976-2016). (1) Given the reactants [CH2:1]([O:3][C:4]([C:6]1[CH:7]=[C:8]2[C:13](=[CH:14][CH:15]=1)[NH:12][CH:11]([C:16]1[CH:21]=[C:20]([F:22])[CH:19]=[C:18](Br)[CH:17]=1)[C:10]([CH3:25])([CH3:24])[CH2:9]2)=[O:5])[CH3:2].[Br-].[CH:27]1([Zn+])[CH2:32][CH2:31][CH2:30][CH2:29][CH2:28]1.O1CCCC1.[Cl-].[NH4+], predict the reaction product. The product is: [CH2:1]([O:3][C:4]([C:6]1[CH:7]=[C:8]2[C:13](=[CH:14][CH:15]=1)[NH:12][CH:11]([C:16]1[CH:21]=[C:20]([F:22])[CH:19]=[C:18]([CH:27]3[CH2:32][CH2:31][CH2:30][CH2:29][CH2:28]3)[CH:17]=1)[C:10]([CH3:25])([CH3:24])[CH2:9]2)=[O:5])[CH3:2]. (2) Given the reactants [NH2:1][C:2]1[C:17]2[CH2:16][CH:15]=[CH:14][CH2:13][CH2:12][C:11]3[CH:18]=[C:19]([CH3:24])[N:20]=[C:21]([O:22][CH3:23])[C:10]=3[CH2:9][NH:8][C:7](=[O:25])[C:6]=2[CH:5]=[CH:4][CH:3]=1.O[CH:27]1[CH2:32][CH2:31][C:30](=[O:33])[CH2:29][CH2:28]1.[CH3:34][C:35](O)=O.[BH-](OC(C)=O)(OC(C)=O)OC(C)=O.[Na+].C(=O)C.C([O-])(O)=O.[Na+], predict the reaction product. The product is: [CH2:34]([N:1]([CH:27]1[CH2:32][CH2:31][CH:30]([OH:33])[CH2:29][CH2:28]1)[C:2]1[C:17]2[CH2:16][CH:15]=[CH:14][CH2:13][CH2:12][C:11]3[CH:18]=[C:19]([CH3:24])[N:20]=[C:21]([O:22][CH3:23])[C:10]=3[CH2:9][NH:8][C:7](=[O:25])[C:6]=2[CH:5]=[CH:4][CH:3]=1)[CH3:35]. (3) Given the reactants C[O:2][C:3](=[O:31])[C@H:4]([CH2:24][C:25]1[CH:30]=[CH:29][CH:28]=[CH:27][CH:26]=1)[NH:5][C:6](=[O:23])[CH:7]=[CH:8][C:9]1[CH:14]=[CH:13][C:12]([CH2:15][O:16][C:17]2[CH:22]=[CH:21][CH:20]=[CH:19][CH:18]=2)=[CH:11][CH:10]=1.O.[OH-].[Li+], predict the reaction product. The product is: [O:16]([CH2:15][C:12]1[CH:13]=[CH:14][C:9]([CH:8]=[CH:7][C:6]([NH:5][C@H:4]([C:3]([OH:31])=[O:2])[CH2:24][C:25]2[CH:26]=[CH:27][CH:28]=[CH:29][CH:30]=2)=[O:23])=[CH:10][CH:11]=1)[C:17]1[CH:18]=[CH:19][CH:20]=[CH:21][CH:22]=1. (4) Given the reactants [CH3:1][C:2]1[C:6]2[CH:7]=[CH:8][C:9]([C:11]([F:14])([F:13])[F:12])=[CH:10][C:5]=2[S:4][C:3]=1[C:15]([O:17]C)=[O:16].[OH-].[Na+], predict the reaction product. The product is: [CH3:1][C:2]1[C:6]2[CH:7]=[CH:8][C:9]([C:11]([F:12])([F:13])[F:14])=[CH:10][C:5]=2[S:4][C:3]=1[C:15]([OH:17])=[O:16]. (5) Given the reactants [CH2:1]([O:8][C:9]([NH:11][C:12]1([C:15]([OH:17])=O)[CH2:14][CH2:13]1)=[O:10])[C:2]1[CH:7]=[CH:6][CH:5]=[CH:4][CH:3]=1.C[N:19](C(ON1N=NC2C=CC=NC1=2)=[N+](C)C)C.F[P-](F)(F)(F)(F)F.CCN(CC)CC.C(=O)([O-])O.[NH4+], predict the reaction product. The product is: [CH2:1]([O:8][C:9](=[O:10])[NH:11][C:12]1([C:15](=[O:17])[NH2:19])[CH2:14][CH2:13]1)[C:2]1[CH:7]=[CH:6][CH:5]=[CH:4][CH:3]=1. (6) The product is: [NH2:20][CH:8]([C:5]1[CH:4]=[CH:3][C:2]([F:1])=[CH:7][CH:6]=1)[CH:9]1[CH2:12][N:11]([C:13]([O:15][C:16]([CH3:19])([CH3:18])[CH3:17])=[O:14])[CH2:10]1. Given the reactants [F:1][C:2]1[CH:7]=[CH:6][C:5](/[C:8](=[N:20]/O)/[CH:9]2[CH2:12][N:11]([C:13]([O:15][C:16]([CH3:19])([CH3:18])[CH3:17])=[O:14])[CH2:10]2)=[CH:4][CH:3]=1.[H][H], predict the reaction product. (7) Given the reactants [F:1][C:2]1[CH:7]=[CH:6][C:5]([O:8][C:9](=[O:24])[N:10]([C@H:12]2[C@H:16]([C:17]3[CH:22]=[CH:21][C:20]([Cl:23])=[CH:19][CH:18]=3)[CH2:15][NH:14][CH2:13]2)[CH3:11])=[CH:4][CH:3]=1.[F:25][C:26]1([F:35])[CH2:31][CH2:30][CH:29]([C:32](O)=[O:33])[CH2:28][CH2:27]1, predict the reaction product. The product is: [F:1][C:2]1[CH:7]=[CH:6][C:5]([O:8][C:9](=[O:24])[N:10]([C@H:12]2[C@H:16]([C:17]3[CH:22]=[CH:21][C:20]([Cl:23])=[CH:19][CH:18]=3)[CH2:15][N:14]([C:32]([CH:29]3[CH2:30][CH2:31][C:26]([F:35])([F:25])[CH2:27][CH2:28]3)=[O:33])[CH2:13]2)[CH3:11])=[CH:4][CH:3]=1.